The task is: Predict the reaction yield, written as a fraction of the theoretical maximum amount of product (1.0 means a 100% yield; for example, 0.34 means a 34% yield).. This data is from Reaction yield outcomes from USPTO patents with 853,638 reactions. (1) The reactants are [NH2:1][C:2]([C:4]1[CH:9]=[CH:8][C:7]([C:10]([C:24]2[CH:29]=[CH:28][C:27]([C:30]([N:32]([CH2:35][CH3:36])[CH2:33][CH3:34])=[O:31])=[CH:26][CH:25]=2)=[C:11]2[CH2:16][CH2:15][N:14](C(OC(C)(C)C)=O)[CH2:13][CH2:12]2)=[CH:6][CH:5]=1)=[O:3].FC(F)(F)C(O)=O. The catalyst is ClCCl. The product is [CH2:35]([N:32]([CH2:33][CH3:34])[C:30]([C:27]1[CH:26]=[CH:25][C:24]([C:10](=[C:11]2[CH2:16][CH2:15][NH:14][CH2:13][CH2:12]2)[C:7]2[CH:8]=[CH:9][C:4]([C:2]([NH2:1])=[O:3])=[CH:5][CH:6]=2)=[CH:29][CH:28]=1)=[O:31])[CH3:36]. The yield is 0.877. (2) The reactants are [N+:1]([C:4]1[CH:9]=[CH:8][C:7]([C:10](=O)[CH3:11])=[CH:6][CH:5]=1)([O-:3])=[O:2].C([O-])=O.[NH4+:16].C(O)(=O)C. The catalyst is CO. The product is [N+:1]([C:4]1[CH:9]=[CH:8][C:7]([CH:10]([NH2:16])[CH3:11])=[CH:6][CH:5]=1)([O-:3])=[O:2]. The yield is 0.900. (3) The reactants are [Cl:1][C:2]1[C:11]([NH:12][CH:13]2[CH2:17][CH2:16][CH2:15][CH2:14]2)=[CH:10][C:9]([Cl:18])=[CH:8][C:3]=1[C:4]([O:6][CH3:7])=[O:5].[C:19](=O)([O-])[O-].[Cs+].[Cs+].CI. The catalyst is C(#N)C. The product is [Cl:1][C:2]1[C:11]([N:12]([CH:13]2[CH2:14][CH2:15][CH2:16][CH2:17]2)[CH3:19])=[CH:10][C:9]([Cl:18])=[CH:8][C:3]=1[C:4]([O:6][CH3:7])=[O:5]. The yield is 0.930. (4) The reactants are II.[NH2:3][C:4]1[CH:21]=[CH:20][C:7]([O:8][C:9]2[CH:14]=[CH:13][N:12]=[C:11]3[NH:15][C:16](=[O:19])[N:17]([CH3:18])[C:10]=23)=[CH:6][CH:5]=1.[C:22]([C:26]1[CH:30]=[C:29]([NH:31][C:32](=O)[O:33]C2C=CC=CC=2)[N:28]([C:41]2[CH:46]=[CH:45][C:44]([F:47])=[CH:43][CH:42]=2)[N:27]=1)([CH3:25])([CH3:24])[CH3:23]. No catalyst specified. The product is [CH3:18][N:17]1[C:10]2[C:11](=[N:12][CH:13]=[CH:14][C:9]=2[O:8][C:7]2[CH:20]=[CH:21][C:4]([NH:3][C:32]([NH:31][C:29]3[N:28]([C:41]4[CH:46]=[CH:45][C:44]([F:47])=[CH:43][CH:42]=4)[N:27]=[C:26]([C:22]([CH3:25])([CH3:24])[CH3:23])[CH:30]=3)=[O:33])=[CH:5][CH:6]=2)[NH:15][C:16]1=[O:19]. The yield is 0.350. (5) The reactants are FC(F)(F)C1C=CC(CBr)=CC=1.Br[CH2:14][C:15]([NH:17][C:18]1[CH:23]=[CH:22][C:21]([Cl:24])=[CH:20][CH:19]=1)=[O:16].[CH3:25][C:26]1[N:27]=[C:28]([N:41]2[C:45](=[O:46])[NH:44][N:43]=[CH:42]2)[S:29][C:30]=1[C:31]([NH:33][CH2:34][C:35]1[CH:36]=[N:37][CH:38]=[CH:39][CH:40]=1)=[O:32]. No catalyst specified. The yield is 0.250. The product is [Cl:24][C:21]1[CH:22]=[CH:23][C:18]([NH:17][C:15](=[O:16])[CH2:14][N:44]2[C:45](=[O:46])[N:41]([C:28]3[S:29][C:30]([C:31]([NH:33][CH2:34][C:35]4[CH:36]=[N:37][CH:38]=[CH:39][CH:40]=4)=[O:32])=[C:26]([CH3:25])[N:27]=3)[CH:42]=[N:43]2)=[CH:19][CH:20]=1.